Dataset: Forward reaction prediction with 1.9M reactions from USPTO patents (1976-2016). Task: Predict the product of the given reaction. (1) Given the reactants [N:1]1[CH:6]=[CH:5][C:4]([CH2:7][CH2:8][CH2:9]O)=[CH:3][CH:2]=1.[BrH:11], predict the reaction product. The product is: [BrH:11].[Br:11][CH2:9][CH2:8][CH2:7][C:4]1[CH:5]=[CH:6][N:1]=[CH:2][CH:3]=1. (2) Given the reactants [OH:1][C:2]1[C:11]2[C:6](=[N:7][CH:8]=[CH:9][CH:10]=2)[N:5]([CH2:12][CH2:13][CH:14]([CH3:16])[CH3:15])[C:4](=[O:17])[C:3]=1[C:18]1[NH:23][C:22]2[CH:24]=[CH:25][C:26]([NH:28][S:29]([N:32]3[CH2:36][CH2:35]O[C:33]3=O)(=[O:31])=[O:30])=[CH:27][C:21]=2[S:20](=[O:39])(=[O:38])[N:19]=1.Cl.N1CCC1.C(=O)([O-])[O-].[K+].[K+], predict the reaction product. The product is: [OH:1][C:2]1[C:11]2[C:6](=[N:7][CH:8]=[CH:9][CH:10]=2)[N:5]([CH2:12][CH2:13][CH:14]([CH3:15])[CH3:16])[C:4](=[O:17])[C:3]=1[C:18]1[NH:23][C:22]2[CH:24]=[CH:25][C:26]([NH:28][S:29]([N:32]3[CH2:36][CH2:35][CH2:33]3)(=[O:30])=[O:31])=[CH:27][C:21]=2[S:20](=[O:39])(=[O:38])[N:19]=1. (3) Given the reactants [C:1]([O:5][C:6]([N:8]1[CH2:12][CH2:11][C:10]([C:20]([C:22]2[CH:23]=[C:24]3[C:28](=[CH:29][CH:30]=2)[N:27](S(C2C=CC=CC=2)(=O)=O)[CH:26]=[C:25]3[C:40]#[N:41])=[O:21])([CH2:13][C:14]2[CH:19]=[CH:18][CH:17]=[CH:16][CH:15]=2)[CH2:9]1)=[O:7])([CH3:4])([CH3:3])[CH3:2].C(=O)([O-])[O-].[K+].[K+], predict the reaction product. The product is: [C:1]([O:5][C:6]([N:8]1[CH2:12][CH2:11][C:10]([CH2:13][C:14]2[CH:15]=[CH:16][CH:17]=[CH:18][CH:19]=2)([C:20]([C:22]2[CH:23]=[C:24]3[C:28](=[CH:29][CH:30]=2)[NH:27][CH:26]=[C:25]3[C:40]#[N:41])=[O:21])[CH2:9]1)=[O:7])([CH3:4])([CH3:2])[CH3:3]. (4) Given the reactants [CH3:1][O:2][C:3](=[O:13])[C:4]1[CH:9]=[CH:8][C:7]([CH2:10]Br)=[C:6]([Br:12])[CH:5]=1.[C:14]([Si:18]([CH3:32])([CH3:31])[O:19][CH:20]([C:23]1[C:28]([CH3:29])=[CH:27][CH:26]=[CH:25][C:24]=1[CH3:30])[C:21]#[N:22])([CH3:17])([CH3:16])[CH3:15], predict the reaction product. The product is: [CH3:1][O:2][C:3](=[O:13])[C:4]1[CH:9]=[CH:8][C:7]([CH2:10][C:20]([O:19][Si:18]([C:14]([CH3:17])([CH3:16])[CH3:15])([CH3:31])[CH3:32])([C:21]#[N:22])[C:23]2[C:28]([CH3:29])=[CH:27][CH:26]=[CH:25][C:24]=2[CH3:30])=[C:6]([Br:12])[CH:5]=1.